This data is from HIV replication inhibition screening data with 41,000+ compounds from the AIDS Antiviral Screen. The task is: Binary Classification. Given a drug SMILES string, predict its activity (active/inactive) in a high-throughput screening assay against a specified biological target. The compound is C=C=C(C)C(C(C)C)N1CCCC1. The result is 0 (inactive).